This data is from Peptide-MHC class I binding affinity with 185,985 pairs from IEDB/IMGT. The task is: Regression. Given a peptide amino acid sequence and an MHC pseudo amino acid sequence, predict their binding affinity value. This is MHC class I binding data. The peptide sequence is VYALYGMWPLL. The MHC is Patr-A0901 with pseudo-sequence Patr-A0901. The binding affinity (normalized) is 0.410.